This data is from Full USPTO retrosynthesis dataset with 1.9M reactions from patents (1976-2016). The task is: Predict the reactants needed to synthesize the given product. The reactants are: [CH2:1]([O:3][P:4]([CH2:9][C:10]1[CH:15]=[CH:14][C:13]([NH:16][C:17]2[N:22]=[C:21]([NH:23][C:24]3[CH:32]=[CH:31][C:30](Br)=[C:29]4[C:25]=3[C:26](=[O:35])[N:27]([CH3:34])[CH2:28]4)[C:20]([C:36]([F:39])([F:38])[F:37])=[CH:19][N:18]=2)=[CH:12][CH:11]=1)(=[O:8])[O:5][CH2:6][CH3:7])[CH3:2].[CH2:40]([N:42]([CH2:59][CH3:60])[CH2:43][CH2:44][N:45]1[CH:49]=[C:48](B2OC(C)(C)C(C)(C)O2)[CH:47]=[N:46]1)[CH3:41]. Given the product [CH2:1]([O:3][P:4]([CH2:9][C:10]1[CH:15]=[CH:14][C:13]([NH:16][C:17]2[N:22]=[C:21]([NH:23][C:24]3[CH:32]=[CH:31][C:30]([C:48]4[CH:47]=[N:46][N:45]([CH2:44][CH2:43][N:42]([CH2:59][CH3:60])[CH2:40][CH3:41])[CH:49]=4)=[C:29]4[C:25]=3[C:26](=[O:35])[N:27]([CH3:34])[CH2:28]4)[C:20]([C:36]([F:39])([F:38])[F:37])=[CH:19][N:18]=2)=[CH:12][CH:11]=1)(=[O:8])[O:5][CH2:6][CH3:7])[CH3:2], predict the reactants needed to synthesize it.